Task: Predict the reactants needed to synthesize the given product.. Dataset: Full USPTO retrosynthesis dataset with 1.9M reactions from patents (1976-2016) (1) Given the product [CH2:1]([O:8][C:9]([NH:10][CH:11]1[CH2:16][CH2:15][CH2:14][CH2:13][CH:12]1[C:17]([OH:19])=[O:27])=[O:20])[C:2]1[CH:3]=[CH:4][CH:5]=[CH:6][CH:7]=1, predict the reactants needed to synthesize it. The reactants are: [CH2:1]([O:8][C:9](=[O:20])[NH:10][CH:11]1[CH2:16][CH2:15][CH2:14][CH2:13][CH:12]1[C:17](=[O:19])C)[C:2]1[CH:7]=[CH:6][CH:5]=[CH:4][CH:3]=1.O.[OH-].[Li+].Cl.C(OCC)(=[O:27])C. (2) Given the product [CH3:23][C:22]([NH:1][C@@H:2]([C:3]([NH:5][CH2:6][C:7]1[CH:12]=[CH:11][CH:10]=[CH:9][CH:8]=1)=[O:4])[CH2:13][O:14][CH3:15])=[O:24], predict the reactants needed to synthesize it. The reactants are: [NH2:1][C@H:2]([CH2:13][O:14][CH3:15])[C:3]([NH:5][CH2:6][C:7]1[CH:12]=[CH:11][CH:10]=[CH:9][CH:8]=1)=[O:4].C(=O)([O-])[O-].[K+].[K+].[C:22](OC(=O)C)(=[O:24])[CH3:23]. (3) Given the product [Cl:1][C:2]1[C:7]([I:8])=[CH:6][C:5]([NH:9][CH2:10][C:11]([OH:13])=[O:12])=[C:4]([O:16][CH3:17])[CH:3]=1, predict the reactants needed to synthesize it. The reactants are: [Cl:1][C:2]1[C:7]([I:8])=[CH:6][C:5]([NH:9][CH2:10][C:11]([O:13]CC)=[O:12])=[C:4]([O:16][CH3:17])[CH:3]=1.O[Li].O. (4) Given the product [Br:21][C:22]1[CH:27]=[CH:26][CH:25]=[CH:24][C:23]=1[NH:28][C:29]([NH:19][C:14]1[CH:15]=[CH:16][C:17]([Cl:18])=[C:12]([S:9]([NH:8][CH:5]2[CH2:7][CH2:6]2)(=[O:11])=[O:10])[C:13]=1[OH:20])=[O:30], predict the reactants needed to synthesize it. The reactants are: NC(N)=O.[CH:5]1([NH:8][S:9]([C:12]2[C:17]([Cl:18])=[CH:16][CH:15]=[C:14]([NH2:19])[C:13]=2[OH:20])(=[O:11])=[O:10])[CH2:7][CH2:6]1.[Br:21][C:22]1[CH:27]=[CH:26][CH:25]=[CH:24][C:23]=1[N:28]=[C:29]=[O:30]. (5) Given the product [C:11]([C:12]1[CH:13]=[C:14]([OH:15])[N:4]=[CH:2][N:3]=1)([CH3:20])([CH3:19])[CH3:10], predict the reactants needed to synthesize it. The reactants are: Cl.[CH:2]([NH2:4])=[NH:3].C[O-].[Na+].CO.[CH3:10][C:11]([CH3:20])([CH3:19])[C:12](=O)[CH2:13][C:14](OC)=[O:15]. (6) Given the product [NH2:8][C:9]1[C:18]2[C:13](=[CH:14][C:15]([NH:20][CH:21]([C:25]3[CH:30]=[CH:29][C:28]([CH2:31][CH2:32][O:33][C:34](=[O:58])[NH:35][C:36]4[CH:41]=[CH:40][C:39]([S:42]([CH:45]([CH3:47])[CH3:46])(=[O:44])=[O:43])=[C:38]([CH2:48][NH:49][CH3:50])[CH:37]=4)=[CH:27][CH:26]=3)[C:22]([OH:24])=[O:23])=[CH:16][C:17]=2[F:19])[CH:12]=[CH:11][N:10]=1, predict the reactants needed to synthesize it. The reactants are: C(OC([N:8](C(OC(C)(C)C)=O)[C:9]1[C:18]2[C:13](=[CH:14][C:15]([NH:20][CH:21]([C:25]3[CH:30]=[CH:29][C:28]([CH2:31][CH2:32][O:33][C:34](=[O:58])[NH:35][C:36]4[CH:41]=[CH:40][C:39]([S:42]([CH:45]([CH3:47])[CH3:46])(=[O:44])=[O:43])=[C:38]([CH2:48][N:49](C(OC(C)(C)C)=O)[CH3:50])[CH:37]=4)=[CH:27][CH:26]=3)[C:22]([OH:24])=[O:23])=[CH:16][C:17]=2[F:19])[CH:12]=[CH:11][N:10]=1)=O)(C)(C)C.Cl. (7) Given the product [Cl-:1].[Cl:1][C:2]1[C:3]([C:8]2[CH:13]=[CH:12][C:11]([C:14]3[NH:18][C:17]4[CH:19]=[C:20]([C:23]([F:26])([F:24])[F:25])[CH:21]=[CH:22][C:16]=4[N:15]=3)=[CH:10][CH:9]=2)=[N:4][CH:5]=[CH:6][CH:7]=1, predict the reactants needed to synthesize it. The reactants are: [Cl:1][C:2]1[C:3]([C:8]2[CH:13]=[CH:12][C:11]([C:14]3[NH:18][C:17]4[CH:19]=[C:20]([C:23]([F:26])([F:25])[F:24])[CH:21]=[CH:22][C:16]=4[N:15]=3)=[CH:10][CH:9]=2)=[N:4][CH:5]=[CH:6][CH:7]=1.Cl.